This data is from Peptide-MHC class II binding affinity with 134,281 pairs from IEDB. The task is: Regression. Given a peptide amino acid sequence and an MHC pseudo amino acid sequence, predict their binding affinity value. This is MHC class II binding data. (1) The peptide sequence is LKGTFTYNKMTCLIL. The MHC is DRB3_0101 with pseudo-sequence DRB3_0101. The binding affinity (normalized) is 0.429. (2) The binding affinity (normalized) is 0. The peptide sequence is VLTHVKINDKCPSTG. The MHC is DRB1_0901 with pseudo-sequence DRB1_0901. (3) The binding affinity (normalized) is 1.00. The MHC is HLA-DPA10103-DPB10401 with pseudo-sequence HLA-DPA10103-DPB10401. The peptide sequence is EKKYFAATQFCPLAA. (4) The peptide sequence is VVLRKRQGPKQMLVG. The MHC is DRB3_0202 with pseudo-sequence DRB3_0202. The binding affinity (normalized) is 0.370. (5) The peptide sequence is EDVKNAIGVLIGGLE. The MHC is DRB1_0401 with pseudo-sequence DRB1_0401. The binding affinity (normalized) is 0.208. (6) The MHC is DRB1_0802 with pseudo-sequence DRB1_0802. The peptide sequence is SMDLELSWNLNGLQAY. The binding affinity (normalized) is 0.362.